Dataset: Experimentally validated miRNA-target interactions with 360,000+ pairs, plus equal number of negative samples. Task: Binary Classification. Given a miRNA mature sequence and a target amino acid sequence, predict their likelihood of interaction. (1) The miRNA is hsa-miR-526b-5p with sequence CUCUUGAGGGAAGCACUUUCUGU. Result: 0 (no interaction). The protein sequence of the target gene is MSALGSPVRAYDFLLKFLLVGDSDVGKGEILASLQDGAAESPYGHPAGIDYKTTTILLDGRRVKLQLWDTSGQGRFCTIFRSYSRGAQGVILVYDIANRWSFDGIDRWIKEIDEHAPGVPKILVGNRLHLAFKRQVPTEQAQAYAERLGVTFFEVSPLCNFNITESFTELARIVLLRHGMDRLWRPSKVLSLQDLCCRAVVSCTPVHLVDKLPLPIALRSHLKSFSMANGLNARMMHGGSYSLTTSSTHKRSSLRKVKLVRPPQSPPKNCTRNSCKIS. (2) The protein sequence of the target gene is MPEPSRSTPAPKKGSKKAITKAQKKDGKKRKRGRKESYSIYVYKVLKQVHPDTGISSKAMGIMNSFVNDIFERIASEASRLAHYNKRSTITSREVQTAVRLLLPGELAKHAVSEGTKAVTKYTSSK. Result: 0 (no interaction). The miRNA is hsa-miR-6771-5p with sequence CUCGGGAGGGCAUGGGCCAGGC.